Dataset: Full USPTO retrosynthesis dataset with 1.9M reactions from patents (1976-2016). Task: Predict the reactants needed to synthesize the given product. (1) Given the product [Cl:21][CH2:2][C:3]1[NH:8][C:7](=[O:9])[C:6]2=[CH:10][N:11]=[C:12]([CH:13]3[CH2:18][CH2:17][O:16][CH2:15][CH2:14]3)[N:5]2[N:4]=1, predict the reactants needed to synthesize it. The reactants are: O[CH2:2][C:3]1[NH:8][C:7](=[O:9])[C:6]2=[CH:10][N:11]=[C:12]([CH:13]3[CH2:18][CH2:17][O:16][CH2:15][CH2:14]3)[N:5]2[N:4]=1.O=S(Cl)[Cl:21]. (2) Given the product [N:1]1([C:5]([C:7]2[CH:32]=[CH:31][C:10]3[N:11]([CH:24]([CH2:29][CH3:30])[C:25]([OH:27])=[O:26])[C:12](=[N:14][C:15](=[O:23])[C:16]4[CH:21]=[CH:20][C:19]([CH3:22])=[CH:18][CH:17]=4)[S:13][C:9]=3[CH:8]=2)=[O:6])[CH2:4][CH2:3][CH2:2]1, predict the reactants needed to synthesize it. The reactants are: [N:1]1([C:5]([C:7]2[CH:32]=[CH:31][C:10]3[N:11]([CH:24]([CH2:29][CH3:30])[C:25]([O:27]C)=[O:26])[C:12](=[N:14][C:15](=[O:23])[C:16]4[CH:21]=[CH:20][C:19]([CH3:22])=[CH:18][CH:17]=4)[S:13][C:9]=3[CH:8]=2)=[O:6])[CH2:4][CH2:3][CH2:2]1.[OH-].[Na+]. (3) The reactants are: [C:1]1([OH:7])[CH:6]=[CH:5][CH:4]=[CH:3][CH:2]=1.CC1(C)[O:16][CH:15]2[CH:11]([CH:12]([CH2:27]O)[O:13][CH:14]2[N:17]2[C:21]3[N:22]=[CH:23][N:24]=[C:25]([NH2:26])[C:20]=3[N:19]=[CH:18]2)[O:10]1.N(C(OC(C)C)=O)=NC(OC(C)C)=O.C(O)(=O)C. Given the product [NH2:26][C:25]1[N:24]=[CH:23][N:22]=[C:21]2[C:20]=1[N:19]=[CH:18][N:17]2[C@@H:14]1[C@H:15]([OH:16])[C@@H:11]([OH:10])[C@@H:12]([CH2:27][O:7][C:1]2[CH:6]=[CH:5][CH:4]=[CH:3][CH:2]=2)[O:13]1, predict the reactants needed to synthesize it. (4) Given the product [Cl:19][C:20]1[CH:25]=[C:24]([NH:26][C:6]([N:8]2[CH2:12][C:11](=[N:13][O:14][CH3:15])[CH2:10][C@H:9]2[C:16]([NH:45][C:41]2[CH:42]=[CH:43][C:44]3[N:32]([CH2:30][CH3:31])[C:33]4[C:38]([C:39]=3[CH:40]=2)=[CH:37][CH:36]=[CH:35][CH:34]=4)=[O:18])=[O:7])[CH:23]=[C:22]([Cl:29])[CH:21]=1, predict the reactants needed to synthesize it. The reactants are: C(O[C:6]([N:8]1[CH2:12][C:11](=[N:13][O:14][CH3:15])[CH2:10][C@H:9]1[C:16]([OH:18])=O)=[O:7])(C)(C)C.[Cl:19][C:20]1[CH:25]=[C:24]([N:26]=C=O)[CH:23]=[C:22]([Cl:29])[CH:21]=1.[CH2:30]([N:32]1[C:44]2[CH:43]=[CH:42][C:41]([NH2:45])=[CH:40][C:39]=2[C:38]2[C:33]1=[CH:34][CH:35]=[CH:36][CH:37]=2)[CH3:31]. (5) Given the product [O:50]=[C:47]1[C:48]2[C:44](=[CH:43][CH:42]=[C:41]([C:38]3[CH:37]=[CH:36][C:35]([NH:34][C:67](=[O:68])[C:66]4[CH:70]=[CH:71][C:63]([C:62]([F:61])([F:72])[F:73])=[CH:64][CH:65]=4)=[CH:40][CH:39]=3)[CH:49]=2)[CH2:45][N:46]1[CH:51]1[CH2:56][CH2:55][CH2:54][CH:53]([C:57]([O:59][CH3:60])=[O:58])[CH2:52]1, predict the reactants needed to synthesize it. The reactants are: C(NC1C=CC(C2C=C3C(CN([C@@H](C(C)C)C(OC)=O)C3=O)=CC=2)=CC=1)(=O)C1C=CC=CC=1.[NH2:34][C:35]1[CH:40]=[CH:39][C:38]([C:41]2[CH:49]=[C:48]3[C:44]([CH2:45][N:46]([CH:51]4[CH2:56][CH2:55][CH2:54][CH:53]([C:57]([O:59][CH3:60])=[O:58])[CH2:52]4)[C:47]3=[O:50])=[CH:43][CH:42]=2)=[CH:37][CH:36]=1.[F:61][C:62]([F:73])([F:72])[C:63]1[CH:71]=[CH:70][C:66]([C:67](Cl)=[O:68])=[CH:65][CH:64]=1. (6) Given the product [CH3:1][C:2]1[C:7]2[NH:8][C:9](=[O:13])[O:10][C:11](=[O:12])[C:6]=2[CH:5]=[C:4]([N+:14]([O-:16])=[O:15])[CH:3]=1, predict the reactants needed to synthesize it. The reactants are: [CH3:1][C:2]1[C:7]2[NH:8][C:9](=[O:13])[O:10][C:11](=[O:12])[C:6]=2[CH:5]=[CH:4][CH:3]=1.[N+:14]([O-])([OH:16])=[O:15]. (7) The reactants are: [I:1][C:2]1[CH:3]=[C:4]([CH:6]=[CH:7][CH:8]=1)[NH2:5].[Br:9][CH2:10][C:11](Br)=[O:12].CCN(CC)CC. Given the product [Br:9][CH2:10][C:11]([NH:5][C:4]1[CH:6]=[CH:7][CH:8]=[C:2]([I:1])[CH:3]=1)=[O:12], predict the reactants needed to synthesize it.